Dataset: Catalyst prediction with 721,799 reactions and 888 catalyst types from USPTO. Task: Predict which catalyst facilitates the given reaction. (1) Reactant: [C:1]([C:5]1[CH:6]=[C:7]([NH:18][C:19]([NH:21][C:22]2[C:31]3[C:26](=[CH:27][CH:28]=[CH:29][CH:30]=3)[C:25]([O:32][C:33]3[CH:38]=[CH:37][N:36]=[C:35](Cl)[N:34]=3)=[CH:24][CH:23]=2)=[O:20])[C:8]([O:16][CH3:17])=[C:9]([NH:11][S:12]([CH3:15])(=[O:14])=[O:13])[CH:10]=1)([CH3:4])([CH3:3])[CH3:2].[CH3:40][O:41][C:42]1[CH:43]=[C:44]([CH:61]=[C:62]([N+:64]([O-])=O)[CH:63]=1)[O:45][CH2:46][CH2:47][O:48][CH2:49][CH2:50][O:51][CH2:52][CH2:53][C:54]([O:56][C:57]([CH3:60])([CH3:59])[CH3:58])=[O:55]. Product: [C:1]([C:5]1[CH:10]=[C:9]([NH:11][S:12]([CH3:15])(=[O:14])=[O:13])[C:8]([O:16][CH3:17])=[C:7]([NH:18][C:19](=[O:20])[NH:21][C:22]2[C:31]3[C:26](=[CH:27][CH:28]=[CH:29][CH:30]=3)[C:25]([O:32][C:33]3[CH:38]=[CH:37][N:36]=[C:35]([NH:64][C:62]4[CH:61]=[C:44]([CH:43]=[C:42]([O:41][CH3:40])[CH:63]=4)[O:45][CH2:46][CH2:47][O:48][CH2:49][CH2:50][O:51][CH2:52][CH2:53][C:54]([O:56][C:57]([CH3:60])([CH3:58])[CH3:59])=[O:55])[N:34]=3)=[CH:24][CH:23]=2)[CH:6]=1)([CH3:4])([CH3:3])[CH3:2]. The catalyst class is: 18. (2) The catalyst class is: 1. Product: [OH:29][C:2]1[CH:3]=[C:4]([S:11]([N:14]([CH2:20][C:21]2[CH:26]=[CH:25][C:24]([O:27][CH3:28])=[CH:23][CH:22]=2)[C:15]2[S:16][CH:17]=[CH:18][N:19]=2)(=[O:13])=[O:12])[CH:5]=[CH:6][C:7]=1[N+:8]([O-:10])=[O:9]. Reactant: F[C:2]1[CH:3]=[C:4]([S:11]([N:14]([CH2:20][C:21]2[CH:26]=[CH:25][C:24]([O:27][CH3:28])=[CH:23][CH:22]=2)[C:15]2[S:16][CH:17]=[CH:18][N:19]=2)(=[O:13])=[O:12])[CH:5]=[CH:6][C:7]=1[N+:8]([O-:10])=[O:9].[O:29]([Si](C)(C)C)[Na]. (3) Reactant: C([NH:4][C:5]1[N:10]=[CH:9][C:8]([CH:11]=[CH:12][C:13]([OH:15])=[O:14])=[CH:7][CH:6]=1)(=O)C.[OH-].[Na+]. Product: [NH2:4][C:5]1[N:10]=[CH:9][C:8]([CH:11]=[CH:12][C:13]([OH:15])=[O:14])=[CH:7][CH:6]=1. The catalyst class is: 8. (4) Reactant: [F:1][C:2]1[CH:3]=[CH:4][C:5]2[NH:6][C:7]3[C:12]([C:13]=2[CH:14]=1)=[CH:11][CH:10]=[CH:9][CH:8]=3.[Cl:15]N1C(=O)CCC1=O. The catalyst class is: 3. Product: [Cl:15][C:10]1[CH:9]=[CH:8][C:7]2[NH:6][C:5]3[C:13]([C:12]=2[CH:11]=1)=[CH:14][C:2]([F:1])=[CH:3][CH:4]=3. (5) Reactant: Cl[C:2]1[CH:7]=[CH:6][N:5]=[C:4]([CH2:8][CH3:9])[C:3]=1[C:10]#[C:11][C:12]1[CH:13]=[CH:14][C:15]([NH2:20])=[N:16][C:17]=1[CH2:18][CH3:19].[F:21][C:22]1[CH:23]=[C:24](B(O)O)[CH:25]=[CH:26][C:27]=1[C:28]([O:30][CH3:31])=[O:29].C([O-])([O-])=O.[K+].[K+]. Product: [CH3:31][O:30][C:28](=[O:29])[C:27]1[CH:26]=[CH:25][C:24]([C:2]2[CH:7]=[CH:6][N:5]=[C:4]([CH2:8][CH3:9])[C:3]=2[C:10]#[C:11][C:12]2[C:17]([CH2:18][CH3:19])=[N:16][C:15]([NH2:20])=[CH:14][CH:13]=2)=[CH:23][C:22]=1[F:21]. The catalyst class is: 108. (6) The catalyst class is: 26. Product: [Cl:1][C:2]1[CH:9]=[CH:8][CH:7]=[C:6]([N:10]2[CH2:14][CH2:13][CH2:12][CH2:11]2)[C:3]=1[CH2:4][N:18]1[CH2:17][CH2:16][N:15]([C:21]([O:23][C:24]([CH3:27])([CH3:26])[CH3:25])=[O:22])[CH2:20][CH2:19]1. Reactant: [Cl:1][C:2]1[CH:9]=[CH:8][CH:7]=[C:6]([N:10]2[CH2:14][CH2:13][CH2:12][CH2:11]2)[C:3]=1[CH:4]=O.[N:15]1([C:21]([O:23][C:24]([CH3:27])([CH3:26])[CH3:25])=[O:22])[CH2:20][CH2:19][NH:18][CH2:17][CH2:16]1.C(O[BH-](OC(=O)C)OC(=O)C)(=O)C.[Na+].